This data is from Forward reaction prediction with 1.9M reactions from USPTO patents (1976-2016). The task is: Predict the product of the given reaction. The product is: [OH:44][C@H:43]([CH2:42][OH:41])[CH2:45][CH2:46][NH:47][C:25]([CH:17]1[CH:16]([C:28]2[CH:33]=[CH:32][CH:31]=[C:30]([F:34])[C:29]=2[F:35])[C:15]([C:12]2[CH:13]=[CH:14][C:9]([Cl:8])=[CH:10][C:11]=2[F:38])([C:36]#[N:37])[CH:19]([CH2:20][C:21]([CH3:24])([CH3:22])[CH3:23])[NH:18]1)=[O:27]. Given the reactants FC(F)(F)C(O)=O.[Cl:8][C:9]1[CH:14]=[CH:13][C:12]([C:15]2([C:36]#[N:37])[CH:19]([CH2:20][C:21]([CH3:24])([CH3:23])[CH3:22])[NH:18][CH:17]([C:25]([OH:27])=O)[CH:16]2[C:28]2[CH:33]=[CH:32][CH:31]=[C:30]([F:34])[C:29]=2[F:35])=[C:11]([F:38])[CH:10]=1.CC1(C)[O:44][C@@H:43]([CH2:45][CH2:46][NH2:47])[CH2:42][O:41]1.CN(C(ON1N=NC2C=CC=NC1=2)=[N+](C)C)C.F[P-](F)(F)(F)(F)F.CCN(C(C)C)C(C)C.Cl, predict the reaction product.